From a dataset of Cav3 T-type calcium channel HTS with 100,875 compounds. Binary Classification. Given a drug SMILES string, predict its activity (active/inactive) in a high-throughput screening assay against a specified biological target. The drug is S(c1ccc(cc1)C)CC(=O)Nc1cc(SC)ccc1. The result is 0 (inactive).